From a dataset of Catalyst prediction with 721,799 reactions and 888 catalyst types from USPTO. Predict which catalyst facilitates the given reaction. (1) Reactant: [CH2:1]([C:5]12[CH2:21][C:20](=[O:22])[CH:19]=[C:6]1[C:7]1[C:12]([CH2:13][CH2:14]2)=[C:11]([Cl:15])[C:10]([O:16]C)=[C:9]([F:18])[CH:8]=1)[CH2:2][CH2:3][CH3:4].[Br:23]N1C(=O)CCC1=O.[Cl-].[Li+]. Product: [Br:23][C:19]1[C:20](=[O:22])[CH2:21][C:5]2([CH2:1][CH2:2][CH2:3][CH3:4])[CH2:14][CH2:13][C:12]3[C:7](=[CH:8][C:9]([F:18])=[C:10]([OH:16])[C:11]=3[Cl:15])[C:6]=12. The catalyst class is: 3. (2) Reactant: [CH2:1]([C:4]1[CH:5]=[C:6]2[C:11](=[CH:12][CH:13]=1)[CH:10]=[C:9]([OH:14])[CH:8]=[CH:7]2)[CH2:2][CH3:3].[F:15]C(F)(F)S([O-])(=O)=O.[Na+].Cl. Product: [F:15][C:10]1[C:11]2[C:6](=[CH:5][C:4]([CH2:1][CH2:2][CH3:3])=[CH:13][CH:12]=2)[CH:7]=[CH:8][C:9]=1[OH:14]. The catalyst class is: 46. (3) Reactant: [NH2:1][C:2]1[CH:7]=[C:6]([Cl:8])[C:5]([C:9]([F:12])([F:11])[F:10])=[CH:4][C:3]=1[NH:13][C:14](=O)[CH2:15][CH2:16][CH:17]1[CH2:20][C:19](=[O:21])[CH2:18]1. Product: [Cl:8][C:6]1[C:5]([C:9]([F:12])([F:11])[F:10])=[CH:4][C:3]2[N:13]=[C:14]([CH2:15][CH2:16][CH:17]3[CH2:20][C:19](=[O:21])[CH2:18]3)[NH:1][C:2]=2[CH:7]=1. The catalyst class is: 15. (4) Reactant: [CH2:1]([O:8][C:9]([C:11]1([C:42]([OH:44])=O)[CH2:16][CH2:15][N:14]([CH2:17][C:18]2[CH:23]=[CH:22][C:21]([C:24]3[N:28]=[C:27]([C:29]4[CH:34]=[CH:33][C:32]([C:35]5[CH:40]=[CH:39][CH:38]=[CH:37][CH:36]=5)=[C:31]([F:41])[CH:30]=4)[O:26][N:25]=3)=[CH:20][CH:19]=2)[CH2:13][CH2:12]1)=[O:10])[C:2]1[CH:7]=[CH:6][CH:5]=[CH:4][CH:3]=1.C(Cl)(=O)C([Cl:48])=O. Product: [CH2:1]([O:8][C:9]([C:11]1([C:42]([Cl:48])=[O:44])[CH2:16][CH2:15][N:14]([CH2:17][C:18]2[CH:23]=[CH:22][C:21]([C:24]3[N:28]=[C:27]([C:29]4[CH:34]=[CH:33][C:32]([C:35]5[CH:40]=[CH:39][CH:38]=[CH:37][CH:36]=5)=[C:31]([F:41])[CH:30]=4)[O:26][N:25]=3)=[CH:20][CH:19]=2)[CH2:13][CH2:12]1)=[O:10])[C:2]1[CH:7]=[CH:6][CH:5]=[CH:4][CH:3]=1. The catalyst class is: 120. (5) Reactant: [CH3:1][C:2]1[N:6]2[C:7]3[CH:13]=[C:12]([C:14]([OH:16])=[O:15])[N:11](S(C4C=CC=CC=4)(=O)=O)[C:8]=3[CH:9]=[CH:10][C:5]2=[N:4][N:3]=1.[OH-].[Na+].C([O-])([O-])=O.[K+].[K+].[CH2:34](Br)[C:35]1[CH:40]=[CH:39][CH:38]=[CH:37][CH:36]=1. Product: [CH2:34]([N:11]1[C:8]2[CH:9]=[CH:10][C:5]3[N:6]([C:2]([CH3:1])=[N:3][N:4]=3)[C:7]=2[CH:13]=[C:12]1[C:14]([OH:16])=[O:15])[C:35]1[CH:40]=[CH:39][CH:38]=[CH:37][CH:36]=1. The catalyst class is: 87. (6) Reactant: C(OC([N:8]1[CH2:13][CH2:12][CH:11]([CH2:14][NH:15][C:16](=[O:47])[CH2:17][NH:18][C:19](=[O:46])[CH2:20][CH:21]2[C:34]3[C:29](=[CH:30][CH:31]=[CH:32][CH:33]=3)[C:28]3[CH:27]=[CH:26][CH:25]=[CH:24][C:23]=3[N:22]2[S:35]([C:38]2[CH:43]=[CH:42][C:41]([Cl:44])=[C:40]([Cl:45])[CH:39]=2)(=[O:37])=[O:36])[CH2:10][CH2:9]1)=O)(C)(C)C. Product: [ClH:44].[Cl:45][C:40]1[CH:39]=[C:38]([S:35]([N:22]2[CH:21]([CH2:20][C:19]([NH:18][CH2:17][C:16](=[O:47])[NH:15][CH2:14][CH:11]3[CH2:10][CH2:9][NH:8][CH2:13][CH2:12]3)=[O:46])[C:34]3[C:29](=[CH:30][CH:31]=[CH:32][CH:33]=3)[C:28]3[CH:27]=[CH:26][CH:25]=[CH:24][C:23]2=3)(=[O:37])=[O:36])[CH:43]=[CH:42][C:41]=1[Cl:44]. The catalyst class is: 698. (7) Reactant: O[C:2]1(C)[CH:7]=[C:6]([S:8]([CH3:11])(=[O:10])=[O:9])[CH:5]=[CH:4][CH:3]1[CH2:12][C:13](=[O:15])[CH3:14].[Br:17][C:18]1[CH:23]=[CH:22][C:21]([CH2:24][C:25]([OH:27])=O)=[CH:20][CH:19]=1.[CH3:28]C1C=CC(S(O)(=O)=O)=CC=1.N12CCCN=C1CCCCC2. Product: [Br:17][C:18]1[CH:23]=[CH:22][C:21]([C:24]2[C:25](=[O:27])[O:15][C:13]([CH3:14])([CH3:28])[C:12]=2[C:3]2[CH:2]=[CH:7][C:6]([S:8]([CH3:11])(=[O:9])=[O:10])=[CH:5][CH:4]=2)=[CH:20][CH:19]=1. The catalyst class is: 777.